From a dataset of Reaction yield outcomes from USPTO patents with 853,638 reactions. Predict the reaction yield, written as a fraction of the theoretical maximum amount of product (1.0 means a 100% yield; for example, 0.34 means a 34% yield). (1) The reactants are [C:1](=[NH:23])([O:3][CH2:4][CH2:5][C:6]1[CH:11]=[CH:10][C:9]([O:12][C:13]2[CH:18]=[CH:17][C:16]([C:19]([F:22])([F:21])[F:20])=[CH:15][CH:14]=2)=[CH:8][CH:7]=1)[NH2:2].[CH:24]([CH:26]([CH2:31][C:32]1[CH:33]=[N:34][N:35]([CH3:37])[CH:36]=1)[C:27](OC)=O)=[O:25].C([O-])([O-])=O.[K+].[K+]. The catalyst is CN1C(=O)CCC1. The product is [CH3:37][N:35]1[CH:36]=[C:32]([CH2:31][C:26]2[C:24](=[O:25])[N:23]=[C:1]([O:3][CH2:4][CH2:5][C:6]3[CH:7]=[CH:8][C:9]([O:12][C:13]4[CH:18]=[CH:17][C:16]([C:19]([F:22])([F:21])[F:20])=[CH:15][CH:14]=4)=[CH:10][CH:11]=3)[NH:2][CH:27]=2)[CH:33]=[N:34]1. The yield is 0.102. (2) The reactants are [OH:1][C:2]1([C:31]([O:33]C)=[O:32])[CH2:7][CH2:6][CH:5]([N:8]2[C:16]([NH:17][C:18]3[C:23]([F:24])=[CH:22][C:21]([F:25])=[CH:20][C:19]=3[F:26])=[N:15][C:14]3[C:9]2=[N:10][C:11]([NH:27][CH:28]([CH3:30])[CH3:29])=[N:12][CH:13]=3)[CH2:4][CH2:3]1. The catalyst is Cl. The product is [OH:1][C:2]1([C:31]([OH:33])=[O:32])[CH2:7][CH2:6][CH:5]([N:8]2[C:16]([NH:17][C:18]3[C:23]([F:24])=[CH:22][C:21]([F:25])=[CH:20][C:19]=3[F:26])=[N:15][C:14]3[C:9]2=[N:10][C:11]([NH:27][CH:28]([CH3:30])[CH3:29])=[N:12][CH:13]=3)[CH2:4][CH2:3]1. The yield is 0.730. (3) The reactants are [NH2:1][C:2]1[CH:3]=[C:4]([C:8]2[C:16]3[C:11](=[CH:12][CH:13]=[C:14]([C:17]([NH2:19])=[O:18])[CH:15]=3)[N:10](C3CCCCO3)[N:9]=2)[CH:5]=[CH:6][CH:7]=1.[CH:26]1([C:29](O)=[O:30])[CH2:28][CH2:27]1.CCN=C=NCCCN(C)C. No catalyst specified. The product is [CH:26]1([C:29]([NH:1][C:2]2[CH:3]=[C:4]([C:8]3[C:16]4[C:11](=[CH:12][CH:13]=[C:14]([C:17]([NH2:19])=[O:18])[CH:15]=4)[NH:10][N:9]=3)[CH:5]=[CH:6][CH:7]=2)=[O:30])[CH2:28][CH2:27]1. The yield is 0.260.